The task is: Regression. Given a peptide amino acid sequence and an MHC pseudo amino acid sequence, predict their binding affinity value. This is MHC class II binding data.. This data is from Peptide-MHC class II binding affinity with 134,281 pairs from IEDB. The peptide sequence is GYLQIVDKIDAAFKI. The MHC is DRB1_1501 with pseudo-sequence DRB1_1501. The binding affinity (normalized) is 0.586.